This data is from Catalyst prediction with 721,799 reactions and 888 catalyst types from USPTO. The task is: Predict which catalyst facilitates the given reaction. (1) Reactant: Cl[C:2]1[N:7]=[C:6]([N:8]2[CH2:13][CH2:12][O:11][CH2:10][CH2:9]2)[N:5]=[C:4]([N:14]2[C:18]3[CH:19]=[CH:20][CH:21]=[C:22]([O:23][CH3:24])[C:17]=3[N:16]=[C:15]2[CH:25]([F:27])[F:26])[N:3]=1.[NH:28]1[CH2:33][CH2:32][CH:31]([NH:34][C:35](=[O:41])[O:36][C:37]([CH3:40])([CH3:39])[CH3:38])[CH2:30][CH2:29]1.CCN(C(C)C)C(C)C. Product: [F:26][CH:25]([F:27])[C:15]1[N:14]([C:4]2[N:5]=[C:6]([N:8]3[CH2:13][CH2:12][O:11][CH2:10][CH2:9]3)[N:7]=[C:2]([N:28]3[CH2:29][CH2:30][CH:31]([NH:34][C:35](=[O:41])[O:36][C:37]([CH3:39])([CH3:38])[CH3:40])[CH2:32][CH2:33]3)[N:3]=2)[C:18]2[CH:19]=[CH:20][CH:21]=[C:22]([O:23][CH3:24])[C:17]=2[N:16]=1. The catalyst class is: 1. (2) Reactant: [Cl:1][C:2]1[CH:3]=[N:4][CH:5]=[C:6]([O:8][C:9]2[CH:14]=[CH:13][C:12]([C:15]([F:18])([F:17])[F:16])=[CH:11][C:10]=2[NH2:19])[CH:7]=1.[F:20][C:21]([F:33])([F:32])[C:22]1[CH:27]=[CH:26][C:25]([S:28](Cl)(=[O:30])=[O:29])=[CH:24][CH:23]=1. Product: [Cl:1][C:2]1[CH:3]=[N:4][CH:5]=[C:6]([O:8][C:9]2[CH:14]=[CH:13][C:12]([C:15]([F:17])([F:16])[F:18])=[CH:11][C:10]=2[NH:19][S:28]([C:25]2[CH:24]=[CH:23][C:22]([C:21]([F:20])([F:32])[F:33])=[CH:27][CH:26]=2)(=[O:30])=[O:29])[CH:7]=1. The catalyst class is: 28.